Dataset: Catalyst prediction with 721,799 reactions and 888 catalyst types from USPTO. Task: Predict which catalyst facilitates the given reaction. (1) Reactant: Br[C:2]1[CH:3]=[C:4]([CH:10]=[C:11]([N+:25]([O-:27])=[O:26])[C:12]=1[N:13]([CH2:20][CH:21]=[C:22]([CH3:24])[CH3:23])C(=O)C(F)(F)F)[C:5]([O:7][CH2:8]C)=[O:6].C(O[Na])=O.C([O-])([O-])=O.[Na+].[Na+]. Product: [CH3:24][CH:22]([C:21]1[C:2]2[C:12](=[C:11]([N+:25]([O-:27])=[O:26])[CH:10]=[C:4]([C:5]([O:7][CH3:8])=[O:6])[CH:3]=2)[NH:13][CH:20]=1)[CH3:23]. The catalyst class is: 274. (2) Reactant: [F:1][C:2]1[CH:3]=[C:4]([C:8](=[O:17])[CH2:9][C:10](=O)[C:11]([O:13][CH2:14][CH3:15])=[O:12])[CH:5]=[CH:6][CH:7]=1.Cl.[NH2:19]O. Product: [F:1][C:2]1[CH:3]=[C:4]([C:8]2[O:17][N:19]=[C:10]([C:11]([O:13][CH2:14][CH3:15])=[O:12])[CH:9]=2)[CH:5]=[CH:6][CH:7]=1. The catalyst class is: 14. (3) Reactant: [CH3:1][C:2]([C:5]1[CH2:9][CH:8]([C:10]([O:12]CCCC)=[O:11])[N:7]([CH2:17][CH3:18])[N:6]=1)([CH3:4])[CH3:3].[OH-].[Na+]. Product: [CH3:4][C:2]([C:5]1[CH2:9][CH:8]([C:10]([OH:12])=[O:11])[N:7]([CH2:17][CH3:18])[N:6]=1)([CH3:1])[CH3:3]. The catalyst class is: 8. (4) Reactant: [Si]([O:8][C:9]1[C:10]([F:49])=[C:11]([CH:17]([C:19]2[N:23]([C:24]([C:37]3[CH:42]=[CH:41][CH:40]=[CH:39][CH:38]=3)([C:31]3[CH:36]=[CH:35][CH:34]=[CH:33][CH:32]=3)[C:25]3[CH:30]=[CH:29][CH:28]=[CH:27][CH:26]=3)[C:22]3[CH:43]=[C:44]([CH3:48])[C:45]([CH3:47])=[CH:46][C:21]=3[N:20]=2)[OH:18])[CH:12]=[C:13]([CH2:15][CH3:16])[CH:14]=1)(C(C)(C)C)(C)C.CCCC[N+](CCCC)(CCCC)CCCC.[F-]. Product: [CH3:47][C:45]1[C:44]([CH3:48])=[CH:43][C:22]2[N:23]([C:24]([C:31]3[CH:36]=[CH:35][CH:34]=[CH:33][CH:32]=3)([C:37]3[CH:38]=[CH:39][CH:40]=[CH:41][CH:42]=3)[C:25]3[CH:30]=[CH:29][CH:28]=[CH:27][CH:26]=3)[C:19]([CH:17]([OH:18])[C:11]3[C:10]([F:49])=[C:9]([OH:8])[CH:14]=[C:13]([CH2:15][CH3:16])[CH:12]=3)=[N:20][C:21]=2[CH:46]=1. The catalyst class is: 49. (5) Reactant: [CH2:1]([C:3]1[CH:4]=[CH:5][C:6]2[C:15]3[NH:14][CH2:13][CH2:12][CH2:11][C:10]=3[C:9](=[O:16])[N:8]([CH2:17][O:18][CH3:19])[C:7]=2[CH:20]=1)[CH3:2].[N:21]1[CH:26]=CC=C[CH:22]=1.P(Br)(Br)Br.C(=O)(O)[O-].[Na+].O1CCCC1.CNC. Product: [CH3:22][N:21]([CH3:26])[CH:1]([C:3]1[CH:4]=[CH:5][C:6]2[C:15]3[NH:14][CH2:13][CH2:12][CH2:11][C:10]=3[C:9](=[O:16])[N:8]([CH2:17][O:18][CH3:19])[C:7]=2[CH:20]=1)[CH3:2]. The catalyst class is: 7. (6) Reactant: [Br:1][C:2]1[CH:10]=[C:9]([F:11])[C:8]([CH2:12][Br:13])=[CH:7][C:3]=1[C:4](O)=[O:5].CO. Product: [Br:1][C:2]1[CH:10]=[C:9]([F:11])[C:8]([CH2:12][Br:13])=[CH:7][C:3]=1[CH2:4][OH:5]. The catalyst class is: 1. (7) Reactant: [C:1]([O:6][CH:7]1[CH:11]2[O:12][C:13](=[O:23])[CH:14]3[CH:15]([C:16]([O:18]C(C)(C)C)=[O:17])[CH:8]1[CH2:9][CH:10]23)(=[O:5])[C:2]([CH3:4])=[CH2:3]. Product: [C:1]([O:6][CH:7]1[CH:11]2[O:12][C:13](=[O:23])[CH:14]3[CH:15]([C:16]([OH:18])=[O:17])[CH:8]1[CH2:9][CH:10]23)(=[O:5])[C:2]([CH3:4])=[CH2:3]. The catalyst class is: 106.